Task: Predict the product of the given reaction.. Dataset: Forward reaction prediction with 1.9M reactions from USPTO patents (1976-2016) (1) Given the reactants [F:1][C:2]1[C:11]2[N:10]=[C:9]([C:12]([CH3:14])=[CH2:13])[C:8]([CH2:15][C:16]3[CH:21]=[CH:20][C:19]([N:22]4[CH:26]=[CH:25][CH:24]=[N:23]4)=[CH:18][CH:17]=3)=[C:7]([CH3:27])[C:6]=2[C:5]([OH:28])=[CH:4][CH:3]=1, predict the reaction product. The product is: [F:1][C:2]1[C:11]2[N:10]=[C:9]([CH:12]([CH3:13])[CH3:14])[C:8]([CH2:15][C:16]3[CH:21]=[CH:20][C:19]([N:22]4[CH:26]=[CH:25][CH:24]=[N:23]4)=[CH:18][CH:17]=3)=[C:7]([CH3:27])[C:6]=2[C:5]([OH:28])=[CH:4][CH:3]=1. (2) The product is: [C:1]([O:5][C:6]([NH:8][CH:9]1[CH2:10][CH2:11][N:12]([C:22](=[O:23])[C:20]([O:26][CH2:15][CH3:16])=[O:21])[CH2:13][CH2:14]1)=[O:7])([CH3:4])([CH3:2])[CH3:3]. Given the reactants [C:1]([O:5][C:6]([NH:8][CH:9]1[CH2:14][CH2:13][NH:12][CH2:11][CH2:10]1)=[O:7])([CH3:4])([CH3:3])[CH3:2].[C:15](#N)[CH3:16].CC[C:20]([C:22](Cl)=[O:23])=[O:21].C(=O)([O-])[OH:26].[Na+], predict the reaction product. (3) Given the reactants Cl.[CH3:2][C:3]1[N:4](C(OC(C)CC)=O)[C:5]2[C:6]([N:22]=1)=[N:7][CH:8]=[C:9]([C:11]1[CH:12]=[CH:13][C:14]3[O:20][CH2:19][CH2:18][NH:17][CH2:16][C:15]=3[CH:21]=1)[CH:10]=2.Cl[C:31]1[C:36]([CH3:37])=[C:35]([Cl:38])[N:34]=[CH:33][N:32]=1.C(N(C(C)C)CC)(C)C, predict the reaction product. The product is: [Cl:38][C:35]1[N:34]=[CH:33][N:32]=[C:31]([N:17]2[CH2:16][C:15]3[CH:21]=[C:11]([C:9]4[CH:10]=[C:5]5[NH:4][C:3]([CH3:2])=[N:22][C:6]5=[N:7][CH:8]=4)[CH:12]=[CH:13][C:14]=3[O:20][CH2:19][CH2:18]2)[C:36]=1[CH3:37]. (4) Given the reactants [Cl:1][C:2]1[CH:7]=[CH:6][C:5]([S:8]([N:11]2[CH2:16][CH2:15][NH:14][C:13](=[O:17])[CH:12]2[CH2:18][C:19]([NH:21][C@@H:22]2[CH2:31][CH2:30][C:29]3[C:24](=[CH:25][CH:26]=[C:27]([CH:32]=C)[CH:28]=3)[CH2:23]2)=[O:20])(=[O:10])=[O:9])=[CH:4][CH:3]=1.C([OH:38])(C)(C)C.C1COCC1.O.C[N+]1([O-])CCOCC1.P([O-])([O-])([O-])=O, predict the reaction product. The product is: [Cl:1][C:2]1[CH:3]=[CH:4][C:5]([S:8]([N:11]2[CH2:16][CH2:15][NH:14][C:13](=[O:17])[CH:12]2[CH2:18][C:19]([NH:21][C@@H:22]2[CH2:31][CH2:30][C:29]3[C:24](=[CH:25][CH:26]=[C:27]([CH:32]=[O:38])[CH:28]=3)[CH2:23]2)=[O:20])(=[O:9])=[O:10])=[CH:6][CH:7]=1. (5) Given the reactants [F:1][C:2]1[CH:7]=[CH:6][CH:5]=[CH:4][C:3]=1[N:8]1[C:12]2[CH:13]=[CH:14][CH:15]=[CH:16][C:11]=2[NH:10][S:9]1(=[O:18])=[O:17].C1(P(C2C=CC=CC=2)C2C=CC=CC=2)C=CC=CC=1.[Br:38][CH2:39][CH2:40][CH2:41]O.CC(OC(/N=N/C(OC(C)C)=O)=O)C, predict the reaction product. The product is: [Br:38][CH2:39][CH2:40][CH2:41][N:10]1[C:11]2[CH:16]=[CH:15][CH:14]=[CH:13][C:12]=2[N:8]([C:3]2[CH:4]=[CH:5][CH:6]=[CH:7][C:2]=2[F:1])[S:9]1(=[O:18])=[O:17].